The task is: Predict the reactants needed to synthesize the given product.. This data is from Full USPTO retrosynthesis dataset with 1.9M reactions from patents (1976-2016). (1) Given the product [Cl:1][C:2]1[CH:10]=[C:9]2[C:5]([CH:6]([C:13]3[CH:18]=[CH:17][CH:16]=[C:15]([Cl:19])[CH:14]=3)[C:7](=[O:11])[NH:8]2)=[CH:4][CH:3]=1, predict the reactants needed to synthesize it. The reactants are: [Cl:1][C:2]1[CH:10]=[C:9]2[C:5]([C:6]([C:13]3[CH:18]=[CH:17][CH:16]=[C:15]([Cl:19])[CH:14]=3)(O)[C:7](=[O:11])[NH:8]2)=[CH:4][CH:3]=1.C([SiH](CC)CC)C.C(=O)([O-])[O-].[Na+].[Na+]. (2) Given the product [CH2:19]([O:26][C:27](=[O:42])[C@H:28]([CH2:30][CH2:31][C:32]([O:34][CH2:35][C:36]1[CH:41]=[CH:40][CH:39]=[CH:38][CH:37]=1)=[O:33])[NH:29][C:48]([O:47][C:43]([CH3:46])([CH3:45])[CH3:44])=[O:49])[C:20]1[CH:21]=[CH:22][CH:23]=[CH:24][CH:25]=1, predict the reactants needed to synthesize it. The reactants are: C(N(CC)CC)C.C1(C)C=CC(S(O)(=O)=O)=CC=1.[CH2:19]([O:26][C:27](=[O:42])[C@H:28]([CH2:30][CH2:31][C:32]([O:34][CH2:35][C:36]1[CH:41]=[CH:40][CH:39]=[CH:38][CH:37]=1)=[O:33])[NH2:29])[C:20]1[CH:25]=[CH:24][CH:23]=[CH:22][CH:21]=1.[C:43]([O:47][C:48](O[C:48]([O:47][C:43]([CH3:46])([CH3:45])[CH3:44])=[O:49])=[O:49])([CH3:46])([CH3:45])[CH3:44]. (3) Given the product [C:22]([C:26]1[CH:31]=[C:30]([NH:32][S:33]([CH3:36])(=[O:34])=[O:35])[C:29]([O:37][CH3:38])=[C:28]([NH:39][C:40](=[O:41])[NH:42][C:43]2[C:52]3[C:47](=[CH:48][CH:49]=[CH:50][CH:51]=3)[C:46]([O:53][C:54]3[CH:55]=[CH:56][N:57]=[C:58]([NH:1][C:2]4[CH:18]=[CH:17][C:5]([C:6]([NH:8][CH2:9][CH2:10][N:11]5[CH2:16][CH2:15][O:14][CH2:13][CH2:12]5)=[O:7])=[C:4]([N:19]([CH3:21])[CH3:20])[CH:3]=4)[CH:59]=3)=[CH:45][CH:44]=2)[CH:27]=1)([CH3:25])([CH3:23])[CH3:24], predict the reactants needed to synthesize it. The reactants are: [NH2:1][C:2]1[CH:18]=[CH:17][C:5]([C:6]([NH:8][CH2:9][CH2:10][N:11]2[CH2:16][CH2:15][O:14][CH2:13][CH2:12]2)=[O:7])=[C:4]([N:19]([CH3:21])[CH3:20])[CH:3]=1.[C:22]([C:26]1[CH:27]=[C:28]([NH:39][C:40]([NH:42][C:43]2[C:52]3[C:47](=[CH:48][CH:49]=[CH:50][CH:51]=3)[C:46]([O:53][C:54]3[CH:59]=[CH:58][N:57]=[C:56](Cl)[CH:55]=3)=[CH:45][CH:44]=2)=[O:41])[C:29]([O:37][CH3:38])=[C:30]([NH:32][S:33]([CH3:36])(=[O:35])=[O:34])[CH:31]=1)([CH3:25])([CH3:24])[CH3:23].C([O-])([O-])=O.[K+].[K+].CC(C1C=C(C(C)C)C(C2C(P(C3CCCCC3)C3CCCCC3)=C(OC)C=CC=2OC)=C(C(C)C)C=1)C. (4) Given the product [C:37]([O:40][CH2:41][C:42]1[C:43]([C:24]2[CH:25]=[C:20]([NH:19][C:16]3[CH:15]=[CH:14][C:13]([N:4]4[CH2:5][CH2:6][N:7]([CH:9]5[CH2:10][O:11][CH2:12]5)[CH2:8][C@@H:3]4[CH2:1][CH3:2])=[CH:18][N:17]=3)[C:21](=[O:36])[N:22]([CH3:35])[CH:23]=2)=[CH:44][C:45]([F:63])=[CH:46][C:47]=1[N:48]1[CH2:59][CH2:58][N:57]2[C:50](=[CH:51][C:52]3[CH2:53][C:54]([CH3:61])([CH3:60])[CH2:55][C:56]=32)[C:49]1=[O:62])(=[O:39])[CH3:38], predict the reactants needed to synthesize it. The reactants are: [CH2:1]([C@H:3]1[CH2:8][N:7]([CH:9]2[CH2:12][O:11][CH2:10]2)[CH2:6][CH2:5][N:4]1[C:13]1[CH:14]=[CH:15][C:16]([NH:19][C:20]2[C:21](=[O:36])[N:22]([CH3:35])[CH:23]=[C:24](B3OC(C)(C)C(C)(C)O3)[CH:25]=2)=[N:17][CH:18]=1)[CH3:2].[C:37]([O:40][CH2:41][C:42]1[C:47]([N:48]2[CH2:59][CH2:58][N:57]3[C:50](=[CH:51][C:52]4[CH2:53][C:54]([CH3:61])([CH3:60])[CH2:55][C:56]=43)[C:49]2=[O:62])=[CH:46][C:45]([F:63])=[CH:44][C:43]=1B1OC(C)(C)C(C)(C)O1)(=[O:39])[CH3:38].[O-]P([O-])([O-])=O.[K+].[K+].[K+].C([O-])(=O)C.[Na+]. (5) The reactants are: [CH2:1]([O:3][C:4]([C:6]1[S:10][C:9]([Br:11])=[N:8][C:7]=1[CH3:12])=[O:5])[CH3:2].[Br:13]N1C(=O)CCC1=O.C(OOC(=O)C1C=CC=CC=1)(=O)C1C=CC=CC=1. Given the product [CH2:1]([O:3][C:4]([C:6]1[S:10][C:9]([Br:11])=[N:8][C:7]=1[CH2:12][Br:13])=[O:5])[CH3:2], predict the reactants needed to synthesize it. (6) Given the product [S:7]1[CH:11]=[CH:10][C:9]2[CH:12]=[C:13]([C:16]3[N:17]4[CH2:23][CH2:22][N:21]=[C:18]4[S:19][CH:20]=3)[CH:14]=[CH:15][C:8]1=2, predict the reactants needed to synthesize it. The reactants are: C(=O)([O-])O.[Na+].Br.[S:7]1[CH:11]=[CH:10][C:9]2[CH:12]=[C:13]([C:16]3[N:17]4[CH2:23][CH2:22][N:21]=[C:18]4[S:19][CH:20]=3)[CH:14]=[CH:15][C:8]1=2.